From a dataset of Forward reaction prediction with 1.9M reactions from USPTO patents (1976-2016). Predict the product of the given reaction. (1) Given the reactants BrCCBr.[Mg].Br[C:7]1[CH:12]=[CH:11][C:10]([O:13][CH2:14][C:15]2[CH:20]=[CH:19][CH:18]=[CH:17][C:16]=2[F:21])=[C:9]([O:22][CH3:23])[CH:8]=1.FC1C=CC=CC=1COC1C=CC=CC=1OC.[O:41]=[C:42]1[N:46]([C:47]([O:49][C:50]([CH3:53])([CH3:52])[CH3:51])=[O:48])[C@H:45]([C:54]([O:56][CH3:57])=[O:55])[CH2:44][CH2:43]1, predict the reaction product. The product is: [CH3:53][C:50]([O:49][C:47]([NH:46][C@@H:45]([CH2:44][CH2:43][C:42]([C:7]1[CH:12]=[CH:11][C:10]([O:13][CH2:14][C:15]2[CH:20]=[CH:19][CH:18]=[CH:17][C:16]=2[F:21])=[C:9]([O:22][CH3:23])[CH:8]=1)=[O:41])[C:54]([O:56][CH3:57])=[O:55])=[O:48])([CH3:51])[CH3:52]. (2) Given the reactants [F:1][S:2]([F:19])([F:18])([F:17])([F:16])[C:3]1[CH:8]=[CH:7][C:6]([N:9]2[C:13]([CH2:14]O)=[N:12][N:11]=[N:10]2)=[CH:5][CH:4]=1.O=S(Cl)[Cl:22], predict the reaction product. The product is: [Cl:22][CH2:14][C:13]1[N:9]([C:6]2[CH:7]=[CH:8][C:3]([S:2]([F:19])([F:18])([F:17])([F:16])[F:1])=[CH:4][CH:5]=2)[N:10]=[N:11][N:12]=1. (3) Given the reactants Br[C:2]1[CH:35]=[CH:34][C:5]([CH2:6][CH2:7][NH:8][C:9]([C:11]2[CH:33]=[CH:32][C:14]([O:15][C:16]3[CH:25]=[C:24]4[C:19]([CH:20]([C:26]([O:28][CH2:29][CH3:30])=[O:27])[CH2:21][CH2:22][O:23]4)=[CH:18][C:17]=3[Cl:31])=[CH:13][CH:12]=2)=[O:10])=[CH:4][CH:3]=1.[Cl:36][C:37]1[CH:42]=[CH:41][CH:40]=[CH:39][C:38]=1B(O)O.[F-].[Cs+], predict the reaction product. The product is: [Cl:31][C:17]1[CH:18]=[C:19]2[C:24](=[CH:25][C:16]=1[O:15][C:14]1[CH:32]=[CH:33][C:11]([C:9](=[O:10])[NH:8][CH2:7][CH2:6][C:5]3[CH:34]=[CH:35][C:2]([C:38]4[CH:39]=[CH:40][CH:41]=[CH:42][C:37]=4[Cl:36])=[CH:3][CH:4]=3)=[CH:12][CH:13]=1)[O:23][CH2:22][CH2:21][CH:20]2[C:26]([O:28][CH2:29][CH3:30])=[O:27]. (4) The product is: [NH2:16][C:13]1[CH:12]=[C:11]([C:9]([NH:8][C:4]2[CH:5]=[CH:6][CH:7]=[C:2]([F:1])[CH:3]=2)=[O:10])[NH:15][N:14]=1. Given the reactants [F:1][C:2]1[CH:3]=[C:4]([NH:8][C:9]([C:11]2[NH:15][N:14]=[C:13]([N+:16]([O-])=O)[CH:12]=2)=[O:10])[CH:5]=[CH:6][CH:7]=1, predict the reaction product. (5) Given the reactants [CH3:1][O:2][C:3](=[O:17])[C:4]1[CH:12]=[C:11]([N+:13]([O-:15])=[O:14])[C:7]([C:8]([OH:10])=[O:9])=[C:6]([Cl:16])[CH:5]=1.[N+](=[CH2:20])=[N-], predict the reaction product. The product is: [Cl:16][C:6]1[CH:5]=[C:4]([C:3]([O:2][CH3:1])=[O:17])[CH:12]=[C:11]([N+:13]([O-:15])=[O:14])[C:7]=1[C:8]([O:10][CH3:20])=[O:9]. (6) The product is: [CH:34]([O:33][C:31]([N:20]1[CH2:21][CH2:22][CH:17]([C:14]2[S:15][CH:16]=[C:12]([CH2:11][O:10][C:9]3[CH:8]=[CH:7][C:6]([S:3]([CH3:2])(=[O:4])=[O:5])=[CH:24][CH:23]=3)[N:13]=2)[CH2:18][CH2:19]1)=[O:32])([CH3:36])[CH3:35]. Given the reactants Cl.[CH3:2][S:3]([C:6]1[CH:24]=[CH:23][C:9]([O:10][CH2:11][C:12]2[N:13]=[C:14]([CH:17]3[CH2:22][CH2:21][NH:20][CH2:19][CH2:18]3)[S:15][CH:16]=2)=[CH:8][CH:7]=1)(=[O:5])=[O:4].C1COCC1.Cl[C:31]([O:33][CH:34]([CH3:36])[CH3:35])=[O:32], predict the reaction product. (7) Given the reactants C(O)(=O)[C@H](C1C=CC=CC=1)O.C(O)(=O)C.[CH2:16]([O:23][CH2:24][CH2:25][CH:26]([NH2:28])[CH3:27])[C:17]1[CH:22]=[CH:21][CH:20]=[CH:19][CH:18]=1, predict the reaction product. The product is: [CH2:16]([O:23][CH2:24][CH2:25][C@H:26]([NH2:28])[CH3:27])[C:17]1[CH:22]=[CH:21][CH:20]=[CH:19][CH:18]=1. (8) Given the reactants [OH:1][CH2:2][CH2:3][CH2:4][CH2:5][CH2:6][N:7]1[CH2:12][CH2:11][N:10](C(OCC)=O)[CH2:9][CH2:8]1.[OH-].[Na+].C(O)C, predict the reaction product. The product is: [OH:1][CH2:2][CH2:3][CH2:4][CH2:5][CH2:6][N:7]1[CH2:12][CH2:11][NH:10][CH2:9][CH2:8]1. (9) Given the reactants Br[C:2]1[CH:3]=[CH:4][C:5]([OH:26])=[C:6]([C:8]2[S:9][C:10]3[CH:16]=[C:15]([C:17]([N:19]([CH2:21][CH2:22][N:23]([CH3:25])[CH3:24])[CH3:20])=[O:18])[CH:14]=[CH:13][C:11]=3[N:12]=2)[CH:7]=1.[C:27]1(B(O)O)[CH:32]=[CH:31][CH:30]=[CH:29][CH:28]=1.C(=O)([O-])[O-].[Na+].[Na+].C(O)C, predict the reaction product. The product is: [CH3:24][N:23]([CH3:25])[CH2:22][CH2:21][N:19]([CH3:20])[C:17]([C:15]1[CH:14]=[CH:13][C:11]2[N:12]=[C:8]([C:6]3[CH:7]=[C:2]([C:27]4[CH:32]=[CH:31][CH:30]=[CH:29][CH:28]=4)[CH:3]=[CH:4][C:5]=3[OH:26])[S:9][C:10]=2[CH:16]=1)=[O:18].